Task: Regression. Given two drug SMILES strings and cell line genomic features, predict the synergy score measuring deviation from expected non-interaction effect.. Dataset: Merck oncology drug combination screen with 23,052 pairs across 39 cell lines (1) Cell line: LNCAP. Drug 2: NC(=O)c1cccc2cn(-c3ccc(C4CCCNC4)cc3)nc12. Synergy scores: synergy=35.8. Drug 1: Cn1nnc2c(C(N)=O)ncn2c1=O. (2) Drug 1: Nc1ccn(C2OC(CO)C(O)C2(F)F)c(=O)n1. Drug 2: NC1(c2ccc(-c3nc4ccn5c(=O)[nH]nc5c4cc3-c3ccccc3)cc2)CCC1. Cell line: T47D. Synergy scores: synergy=17.0.